Dataset: Full USPTO retrosynthesis dataset with 1.9M reactions from patents (1976-2016). Task: Predict the reactants needed to synthesize the given product. (1) Given the product [C:9]([CH2:11][C:12]1[NH:14][N:15]=[C:5]([CH2:4][O:3][CH3:2])[N:8]=1)#[N:10], predict the reactants needed to synthesize it. The reactants are: Cl.[CH3:2][O:3][CH2:4][C:5](=[NH:8])OC.[C:9]([CH2:11][C:12]([NH:14][NH2:15])=O)#[N:10].[OH-].[Na+]. (2) Given the product [N:14]1([C:11]([C@H:8]2[CH2:7][CH2:6][C@H:5]([C:3]([O:2][CH3:1])=[O:4])[CH2:10][CH2:9]2)=[O:13])[CH2:19][CH2:18][O:17][CH2:16][CH2:15]1, predict the reactants needed to synthesize it. The reactants are: [CH3:1][O:2][C:3]([C@H:5]1[CH2:10][CH2:9][C@H:8]([C:11]([OH:13])=O)[CH2:7][CH2:6]1)=[O:4].[NH:14]1[CH2:19][CH2:18][O:17][CH2:16][CH2:15]1.Cl.C(N=C=NCCCN(C)C)C.C(N(CC)CC)C. (3) Given the product [OH:36]/[N:35]=[C:8](/[C:6]1[CH:5]=[CH:4][N:3]=[C:2]([CH3:1])[CH:7]=1)\[CH2:9][C@H:10]([C:18]1[CH:23]=[CH:22][C:21]([N:24]2[CH2:29][CH2:28][CH:27]([C:30]([NH2:32])=[O:31])[CH2:26][CH2:25]2)=[CH:20][CH:19]=1)[C:11]1[CH:16]=[CH:15][CH:14]=[CH:13][C:12]=1[CH3:17], predict the reactants needed to synthesize it. The reactants are: [CH3:1][C:2]1[CH:7]=[C:6]([C:8](=O)[CH2:9][C@H:10]([C:18]2[CH:23]=[CH:22][C:21]([N:24]3[CH2:29][CH2:28][CH:27]([C:30]([NH2:32])=[O:31])[CH2:26][CH2:25]3)=[CH:20][CH:19]=2)[C:11]2[CH:16]=[CH:15][CH:14]=[CH:13][C:12]=2[CH3:17])[CH:5]=[CH:4][N:3]=1.Cl.[NH2:35][OH:36].C(=O)([O-])O.[Na+]. (4) Given the product [O:36]1[C:37]2[CH:42]=[CH:41][C:40]([NH:43][C:2]3[C:11]4=[N:12][NH:13][CH:14]=[C:10]4[C:9]4[CH:8]=[CH:7][CH:6]=[C:5]([O:24][CH3:25])[C:4]=4[N:3]=3)=[CH:39][C:38]=2[NH:33][CH2:34][CH2:35]1, predict the reactants needed to synthesize it. The reactants are: Cl[C:2]1[C:11]2=[N:12][N:13](CC3C=CC(OC)=CC=3)[CH:14]=[C:10]2[C:9]2[CH:8]=[CH:7][CH:6]=[C:5]([O:24][CH3:25])[C:4]=2[N:3]=1.C(OC([N:33]1[C:38]2[CH:39]=[C:40]([NH2:43])[CH:41]=[CH:42][C:37]=2[O:36][CH2:35][CH2:34]1)=O)(C)(C)C.Cl. (5) Given the product [NH2:6][CH2:7][C:8]1([N:14]([C:15]2[CH:20]=[CH:19][CH:18]=[CH:17][CH:16]=2)[S:1]([CH3:22])(=[O:3])=[O:2])[CH2:13][CH2:12][CH2:11][CH2:10][CH2:9]1, predict the reactants needed to synthesize it. The reactants are: [S:1](N)(N)(=[O:3])=[O:2].[NH2:6][CH2:7][C:8]1([NH:14][C:15]2[CH:20]=[CH:19][CH:18]=[CH:17][CH:16]=2)[CH2:13][CH2:12][CH2:11][CH2:10][CH2:9]1.N1C=CC=C[CH:22]=1. (6) Given the product [NH2:12][C:13]1([CH2:26][OH:27])[CH2:18][CH2:17][N:16]([CH2:19][C:20]2[CH:25]=[CH:24][CH:23]=[CH:22][CH:21]=2)[CH2:15][CH2:14]1, predict the reactants needed to synthesize it. The reactants are: [H-].[Al+3].[Li+].[H-].[H-].[H-].C1COCC1.[NH2:12][C:13]1([C:26](O)=[O:27])[CH2:18][CH2:17][N:16]([CH2:19][C:20]2[CH:25]=[CH:24][CH:23]=[CH:22][CH:21]=2)[CH2:15][CH2:14]1.[OH-].[Na+]. (7) Given the product [F:34][C:28]1[C:29]([F:33])=[CH:30][CH:31]=[CH:32][C:27]=1[N:26]1[C:22]([C:3]2[C:2]([NH2:1])=[N:7][CH:6]=[C:5]([C:8]3=[CH:14][CH2:13][NH:12][CH2:11][CH2:10][CH2:9]3)[CH:4]=2)=[N:23][N:24]=[N:25]1, predict the reactants needed to synthesize it. The reactants are: [NH2:1][C:2]1[N:7]=[CH:6][C:5]([C:8]2[CH2:9][CH2:10][CH2:11][N:12](C(OC(C)(C)C)=O)[CH2:13][CH:14]=2)=[CH:4][C:3]=1[C:22]1[N:26]([C:27]2[CH:32]=[CH:31][CH:30]=[C:29]([F:33])[C:28]=2[F:34])[N:25]=[N:24][N:23]=1.C(O)(C(F)(F)F)=O.